Dataset: Forward reaction prediction with 1.9M reactions from USPTO patents (1976-2016). Task: Predict the product of the given reaction. (1) The product is: [CH3:1][O:2][CH2:3][CH2:4][O:5][C:6]1[C:11]2[CH:12]([NH:15][C:16]3[CH:25]=[CH:24][C:23]4[C:18](=[CH:19][CH:20]=[C:21]([NH:26][C:35](=[O:36])[CH2:34][N:31]5[CH2:32][CH2:33][N:28]([CH3:27])[CH2:29][CH2:30]5)[CH:22]=4)[N:17]=3)[CH2:13][O:14][C:10]=2[CH:9]=[CH:8][CH:7]=1. Given the reactants [CH3:1][O:2][CH2:3][CH2:4][O:5][C:6]1[C:11]2[CH:12]([NH:15][C:16]3[CH:25]=[CH:24][C:23]4[C:18](=[CH:19][CH:20]=[C:21]([NH2:26])[CH:22]=4)[N:17]=3)[CH2:13][O:14][C:10]=2[CH:9]=[CH:8][CH:7]=1.[CH3:27][N:28]1[CH2:33][CH2:32][N:31]([CH2:34][C:35](O)=[O:36])[CH2:30][CH2:29]1, predict the reaction product. (2) Given the reactants [NH2:1][C:2]1[CH:23]=[CH:22][C:5]([CH2:6][N:7]2[C:15]3[C:10](=[CH:11][CH:12]=[CH:13][CH:14]=3)[C:9]([CH2:16][C:17]([O:19][CH2:20][CH3:21])=[O:18])=[N:8]2)=[CH:4][CH:3]=1.C(N(CC)CC)C.[Cl:31][C:32]1[CH:40]=[CH:39][C:35]([C:36](Cl)=[O:37])=[CH:34][CH:33]=1.C(=O)(O)[O-].[Na+], predict the reaction product. The product is: [Cl:31][C:32]1[CH:40]=[CH:39][C:35]([C:36]([NH:1][C:2]2[CH:3]=[CH:4][C:5]([CH2:6][N:7]3[C:15]4[C:10](=[CH:11][CH:12]=[CH:13][CH:14]=4)[C:9]([CH2:16][C:17]([O:19][CH2:20][CH3:21])=[O:18])=[N:8]3)=[CH:22][CH:23]=2)=[O:37])=[CH:34][CH:33]=1. (3) Given the reactants C[O:2][C:3](=[O:22])[CH2:4][CH2:5][C:6]1[CH:11]=[CH:10][C:9]([O:12][C:13]2[CH:18]=[C:17](Br)[CH:16]=[CH:15][C:14]=2[F:20])=[CH:8][C:7]=1[CH3:21].[CH2:23]([C:25]1[CH:30]=[CH:29][C:28]([OH:31])=[C:27]([O:32][C:33]2[CH:38]=[CH:37][CH:36]=[CH:35][CH:34]=2)[CH:26]=1)[CH3:24], predict the reaction product. The product is: [CH2:23]([C:25]1[CH:30]=[CH:29][C:28]([O:31][C:17]2[CH:16]=[CH:15][C:14]([F:20])=[C:13]([CH:18]=2)[O:12][C:9]2[CH:10]=[CH:11][C:6]([CH2:5][CH2:4][C:3]([OH:2])=[O:22])=[C:7]([CH3:21])[CH:8]=2)=[C:27]([O:32][C:33]2[CH:38]=[CH:37][CH:36]=[CH:35][CH:34]=2)[CH:26]=1)[CH3:24].